This data is from Catalyst prediction with 721,799 reactions and 888 catalyst types from USPTO. The task is: Predict which catalyst facilitates the given reaction. (1) Reactant: [Br:1][C:2]1[CH:3]=[C:4]([C:13](=[O:15])[CH3:14])[CH:5]=[CH:6][C:7]=1[O:8][CH2:9][CH:10]1[CH2:12][CH2:11]1.FC(F)(F)S(O[Si](C)(C)C)(=O)=O.C[Si](C)(C)[O:30][CH2:31][CH2:32]O[Si](C)(C)C. Product: [Br:1][C:2]1[CH:3]=[C:4]([C:13]2([CH3:14])[O:30][CH2:31][CH2:32][O:15]2)[CH:5]=[CH:6][C:7]=1[O:8][CH2:9][CH:10]1[CH2:12][CH2:11]1. The catalyst class is: 4. (2) Reactant: [CH3:1][N:2]([CH3:20])[C:3]([C:5]1[C:6]([C:16]([O:18]C)=[O:17])=[N:7][N:8]([C:10]2[CH:15]=[CH:14][CH:13]=[CH:12][CH:11]=2)[N:9]=1)=[O:4].[Li+].[OH-]. Product: [CH3:1][N:2]([CH3:20])[C:3]([C:5]1[C:6]([C:16]([OH:18])=[O:17])=[N:7][N:8]([C:10]2[CH:15]=[CH:14][CH:13]=[CH:12][CH:11]=2)[N:9]=1)=[O:4]. The catalyst class is: 1.